From a dataset of Reaction yield outcomes from USPTO patents with 853,638 reactions. Predict the reaction yield, written as a fraction of the theoretical maximum amount of product (1.0 means a 100% yield; for example, 0.34 means a 34% yield). (1) The reactants are C1(P(C2C=CC=CC=2)C2C=CC=CC=2)C=CC=CC=1.[C:20]([Br:24])(Br)(Br)Br.[CH2:25]([O:32][C:33]1[CH:34]=[C:35]([CH:38]=[CH:39][CH:40]=1)CO)[C:26]1[CH:31]=[CH:30][CH:29]=[CH:28][CH:27]=1. The catalyst is C1COCC1. The product is [CH2:25]([O:32][C:33]1[CH:40]=[C:39]([CH:38]=[CH:35][CH:34]=1)[CH2:20][Br:24])[C:26]1[CH:31]=[CH:30][CH:29]=[CH:28][CH:27]=1. The yield is 0.770. (2) The reactants are [F:1][C:2]1[CH:3]=[CH:4][C:5]2[O:10][CH2:9][C:8](=[O:11])[N:7]([CH2:12][C@H:13]([CH3:16])[CH2:14]I)[C:6]=2[CH:17]=1.[CH:18](=[C:22]1[CH2:27][CH2:26][NH:25][CH2:24][CH2:23]1)[CH2:19][CH2:20][CH3:21]. The catalyst is CCCCCCC.CCOC(C)=O. The product is [CH:18](=[C:22]1[CH2:27][CH2:26][N:25]([CH2:14][C@@H:13]([CH3:16])[CH2:12][N:7]2[C:6]3[CH:17]=[C:2]([F:1])[CH:3]=[CH:4][C:5]=3[O:10][CH2:9][C:8]2=[O:11])[CH2:24][CH2:23]1)[CH2:19][CH2:20][CH3:21]. The yield is 0.540. (3) The reactants are [F:1][C:2]1[CH:10]=[C:9]2[C:5]([C:6]([C:18]([NH2:20])=[O:19])=[N:7][N:8]2[C:11]2[CH:16]=[C:15](I)[CH:14]=[CH:13][N:12]=2)=[CH:4][CH:3]=1.[C:21]([C@:23]1([OH:30])[CH2:27][CH2:26][N:25]([CH3:28])[C:24]1=[O:29])#[CH:22]. No catalyst specified. The product is [F:1][C:2]1[CH:10]=[C:9]2[C:5]([C:6]([C:18]([NH2:20])=[O:19])=[N:7][N:8]2[C:11]2[CH:16]=[C:15]([C:22]#[C:21][C@:23]3([OH:30])[CH2:27][CH2:26][N:25]([CH3:28])[C:24]3=[O:29])[CH:14]=[CH:13][N:12]=2)=[CH:4][CH:3]=1. The yield is 0.470. (4) The reactants are [F:1][C:2]1[CH:20]=[CH:19][C:5]([CH2:6][O:7][CH2:8][CH2:9][CH2:10][CH2:11][C@@H:12]([N:16]=[N+:17]=[N-:18])[C:13]([OH:15])=[O:14])=[CH:4][C:3]=1[CH3:21].Cl[CH2:23]Cl.CO. The catalyst is C[Si](C=[N+]=[N-])(C)C. The product is [F:1][C:2]1[CH:20]=[CH:19][C:5]([CH2:6][O:7][CH2:8][CH2:9][CH2:10][CH2:11][C@@H:12]([N:16]=[N+:17]=[N-:18])[C:13]([O:15][CH3:23])=[O:14])=[CH:4][C:3]=1[CH3:21]. The yield is 0.830. (5) The reactants are [CH:1]([NH:4][CH:5]1[CH2:10][CH2:9][N:8]([C:11]([O:13][C:14]([CH3:17])([CH3:16])[CH3:15])=[O:12])[CH2:7][CH2:6]1)([CH3:3])[CH3:2].CCN(CC)CC.[C:25](Cl)(=[O:27])[CH3:26]. The catalyst is C(Cl)Cl. The product is [CH:1]([N:4]([CH:5]1[CH2:6][CH2:7][N:8]([C:11]([O:13][C:14]([CH3:15])([CH3:17])[CH3:16])=[O:12])[CH2:9][CH2:10]1)[C:25](=[O:27])[CH3:26])([CH3:3])[CH3:2]. The yield is 0.590. (6) The product is [CH3:1][NH:2][C:3]([N:5]1[C:13]2[C:8](=[CH:9][C:10]([O:14][C:15]3[CH:20]=[CH:19][N:18]=[C:17]([NH:21][C:35](=[O:43])[O:36][C:37]4[CH:42]=[CH:41][CH:40]=[CH:39][CH:38]=4)[CH:16]=3)=[CH:11][CH:12]=2)[CH:7]=[CH:6]1)=[O:4]. The reactants are [CH3:1][NH:2][C:3]([N:5]1[C:13]2[C:8](=[CH:9][C:10]([O:14][C:15]3[CH:20]=[CH:19][N:18]=[C:17]([NH2:21])[CH:16]=3)=[CH:11][CH:12]=2)[CH:7]=[CH:6]1)=[O:4].N1C=CC=CC=1.C(N(CC)CC)C.[C:35](Cl)(=[O:43])[O:36][C:37]1[CH:42]=[CH:41][CH:40]=[CH:39][CH:38]=1. The catalyst is CN(C)C=O. The yield is 0.886. (7) The reactants are [CH2:1]([C:3]1[CH:4]=[C:5]([C:27]([OH:29])=[O:28])[C:6](=[O:26])[NH:7][C:8]=1[C:9]1[CH:14]=[CH:13][C:12]([N:15]2[CH2:18][CH:17]([O:19]C3CCCCO3)[CH2:16]2)=[CH:11][CH:10]=1)[CH3:2].Cl. The catalyst is CO.O. The product is [CH2:1]([C:3]1[CH:4]=[C:5]([C:27]([OH:29])=[O:28])[C:6](=[O:26])[NH:7][C:8]=1[C:9]1[CH:14]=[CH:13][C:12]([N:15]2[CH2:18][CH:17]([OH:19])[CH2:16]2)=[CH:11][CH:10]=1)[CH3:2]. The yield is 0.530. (8) The yield is 0.0700. The reactants are Br[C:2]1[CH:11]=[C:10]2[C:5]([N:6]=[CH:7][C:8]([N:12]3[CH2:17][CH2:16][N:15]([CH2:18][CH2:19][NH:20][C:21](=[O:27])[O:22][C:23]([CH3:26])([CH3:25])[CH3:24])[CH2:14][CH2:13]3)=[N:9]2)=[CH:4][CH:3]=1.B1(B2OC(C)(C)C(C)(C)O2)OC(C)(C)C(C)(C)O1.C([O-])(=O)C.[K+].Br[C:52]1[CH:53]=[C:54]([S:58]([NH2:61])(=[O:60])=[O:59])[CH:55]=[N:56][CH:57]=1.C(=O)([O-])[O-].[K+].[K+]. The product is [NH2:61][S:58]([C:54]1[CH:53]=[C:52]([C:2]2[CH:11]=[C:10]3[C:5]([N:6]=[CH:7][C:8]([N:12]4[CH2:13][CH2:14][N:15]([CH2:18][CH2:19][NH:20][C:21](=[O:27])[O:22][C:23]([CH3:24])([CH3:25])[CH3:26])[CH2:16][CH2:17]4)=[N:9]3)=[CH:4][CH:3]=2)[CH:57]=[N:56][CH:55]=1)(=[O:60])=[O:59]. The catalyst is O1CCOCC1.